This data is from Forward reaction prediction with 1.9M reactions from USPTO patents (1976-2016). The task is: Predict the product of the given reaction. (1) Given the reactants FC1C(N(C)S(C)(=O)=O)=NC([NH:18][C@H:19]([C:21]2[N:26]=[CH:25][C:24]([F:27])=[CH:23][N:22]=2)[CH3:20])=NC=1NC1C=C(OC(C)C)NN=1.[C:45]([O:44][C:42](O[C:42]([O:44][C:45]([CH3:48])([CH3:47])[CH3:46])=[O:43])=[O:43])([CH3:48])([CH3:47])[CH3:46].O.[OH-].[Li+].O, predict the reaction product. The product is: [C:45]([O:44][C:42](=[O:43])[NH:18][C@H:19]([C:21]1[N:26]=[CH:25][C:24]([F:27])=[CH:23][N:22]=1)[CH3:20])([CH3:46])([CH3:47])[CH3:48]. (2) Given the reactants [Br:1][C:2]1[CH:3]=[CH:4][C:5]([OH:10])=[C:6]([CH:9]=1)[CH:7]=[O:8].C(=O)([O-])[O-].[K+].[K+].Br[CH2:18][CH2:19][CH:20]=[CH2:21].[CH3:22][C:23]([CH3:25])=[O:24], predict the reaction product. The product is: [Br:1][C:2]1[CH:3]=[CH:4][C:5]([O:10][CH2:18][CH2:19][CH:20]=[CH2:21])=[C:6]([CH:7]([OH:8])[CH2:22][C:23](=[O:24])[CH3:25])[CH:9]=1. (3) Given the reactants [CH3:1][O:2][C:3]1[CH:8]=[CH:7][C:6]([S:9][C:10]2[CH:18]=[CH:17][C:13]([C:14](Cl)=[O:15])=[CH:12][C:11]=2[NH:19][C:20]2[C:21]3[CH:29]=[CH:28][CH:27]=[N:26][C:22]=3[N:23]=[CH:24][N:25]=2)=[CH:5][CH:4]=1.[NH2:30][C:31]1[CH:38]=[CH:37][C:34]([C:35]#[N:36])=[CH:33][CH:32]=1.NC1C=C(O)C(C)=CC=1.C(C1C=CC2C(NC3C=C(C=CC=3SC3C=CC(OC)=CC=3)C(Cl)=O)=NC=NC=2N=1)(C)C, predict the reaction product. The product is: [C:35]([C:34]1[CH:37]=[CH:38][C:31]([NH:30][C:14](=[O:15])[C:13]2[CH:17]=[CH:18][C:10]([S:9][C:6]3[CH:7]=[CH:8][C:3]([O:2][CH3:1])=[CH:4][CH:5]=3)=[C:11]([NH:19][C:20]3[C:21]4[CH:29]=[CH:28][CH:27]=[N:26][C:22]=4[N:23]=[CH:24][N:25]=3)[CH:12]=2)=[CH:32][CH:33]=1)#[N:36]. (4) The product is: [CH2:8]1[CH:9]2[CH:5]([CH:4]3[CH2:11][CH:10]2[CH2:2][C:3]3=[N:12][OH:26])[CH:6]=[CH:7]1. Given the reactants Cl[CH:2]1[CH:10]2[CH2:11][CH:4]([CH:5]3[CH:9]2[CH2:8][CH:7]=[CH:6]3)[CH:3]1[N+:12]([O-:26])=[N+:12]([O-:26])[CH:3]1[CH:2](Cl)[CH:10]2[CH2:11][CH:4]1[CH:5]1[CH:9]2[CH2:8][CH:7]=[CH:6]1.C(O)C.C(O)(=O)C, predict the reaction product. (5) The product is: [Cl:35][C:31]1[CH:30]=[C:29]([C:26]([F:27])([F:28])[CH2:25][O:24][C:18]2[CH:17]=[C:16]([CH:21]=[CH:20][C:19]=2[O:22][CH3:23])[C:15]([NH:14][C:5]2([C:3]([OH:4])=[O:2])[CH2:6][C:7]3[C:12](=[CH:11][CH:10]=[CH:9][CH:8]=3)[CH2:13]2)=[O:36])[CH:34]=[CH:33][CH:32]=1. Given the reactants C[O:2][C:3]([C:5]1([NH:14][C:15](=[O:36])[C:16]2[CH:21]=[CH:20][C:19]([O:22][CH3:23])=[C:18]([O:24][CH2:25][C:26]([C:29]3[CH:34]=[CH:33][CH:32]=[C:31]([Cl:35])[CH:30]=3)([F:28])[F:27])[CH:17]=2)[CH2:13][C:12]2[C:7](=[CH:8][CH:9]=[CH:10][CH:11]=2)[CH2:6]1)=[O:4].[OH-].[Li+].Cl, predict the reaction product. (6) Given the reactants [NH2:1][C:2]1[C:3]([CH3:11])=[C:4]([C:7]([O:9][CH3:10])=[O:8])[S:5][CH:6]=1.[CH3:12][C:13](O)=O.[O:16]1[CH2:21][CH2:20][C:19](=O)[CH2:18][CH2:17]1.[BH-](OC(C)=O)(OC(C)=O)OC(C)=O.[Na+].C(=O)C, predict the reaction product. The product is: [CH2:12]([N:1]([CH:19]1[CH2:20][CH2:21][O:16][CH2:17][CH2:18]1)[C:2]1[C:3]([CH3:11])=[C:4]([C:7]([O:9][CH3:10])=[O:8])[S:5][CH:6]=1)[CH3:13]. (7) Given the reactants Cl.[N:2]1[CH:7]=[CH:6][CH:5]=[CH:4][C:3]=1[C:8](Cl)=[O:9].CCN(CC)CC.[Cl:18][C:19]1[CH:20]=[C:21]([CH:23]=[CH:24][C:25]=1[O:26][C:27]1[CH:32]=[CH:31][CH:30]=[C:29]([Cl:33])[CH:28]=1)[NH2:22], predict the reaction product. The product is: [Cl:18][C:19]1[CH:20]=[C:21]([NH:22][C:8](=[O:9])[C:3]2[CH:4]=[CH:5][CH:6]=[CH:7][N:2]=2)[CH:23]=[CH:24][C:25]=1[O:26][C:27]1[CH:32]=[CH:31][CH:30]=[C:29]([Cl:33])[CH:28]=1.